From a dataset of Forward reaction prediction with 1.9M reactions from USPTO patents (1976-2016). Predict the product of the given reaction. (1) Given the reactants [H-].[Na+].[Br:3][C:4]1[N:9]=[C:8]([CH2:10][CH2:11][OH:12])[CH:7]=[CH:6][CH:5]=1.Br[CH2:14][C:15]([O:17][CH2:18][CH3:19])=[O:16].O, predict the reaction product. The product is: [CH2:18]([O:17][C:15](=[O:16])[CH2:14][O:12][CH2:11][CH2:10][C:8]1[CH:7]=[CH:6][CH:5]=[C:4]([Br:3])[N:9]=1)[CH3:19]. (2) The product is: [Cl:22][C:23]1[CH:41]=[CH:40][C:26]([C:27]([N:29]2[CH2:32][C:31]([CH2:38][O:1][C:2]3[CH:3]=[CH:4][C:5]([C:8]4[CH:13]=[CH:12][C:11]([C:14]#[N:15])=[CH:10][CH:9]=4)=[CH:6][CH:7]=3)([C:33]([OH:35])=[O:34])[CH2:30]2)=[O:28])=[CH:25][CH:24]=1. Given the reactants [OH:1][C:2]1[CH:7]=[CH:6][C:5]([C:8]2[CH:13]=[CH:12][C:11]([C:14]#[N:15])=[CH:10][CH:9]=2)=[CH:4][CH:3]=1.C(=O)([O-])[O-].[K+].[K+].[Cl:22][C:23]1[CH:41]=[CH:40][C:26]([C:27]([N:29]2[CH2:32][C:31]([CH2:38]Cl)([C:33]([O:35]CC)=[O:34])[CH2:30]2)=[O:28])=[CH:25][CH:24]=1.O, predict the reaction product. (3) Given the reactants C(Cl)(=O)C(Cl)=O.CS(C)=O.[OH:11][CH2:12][CH2:13][C:14]1([CH3:30])[O:19][CH2:18][CH2:17][N:16]([C:20]([O:22][CH2:23][C:24]2[CH:29]=[CH:28][CH:27]=[CH:26][CH:25]=2)=[O:21])[CH2:15]1.C(N(CC)CC)C, predict the reaction product. The product is: [CH3:30][C:14]1([CH2:13][CH:12]=[O:11])[O:19][CH2:18][CH2:17][N:16]([C:20]([O:22][CH2:23][C:24]2[CH:29]=[CH:28][CH:27]=[CH:26][CH:25]=2)=[O:21])[CH2:15]1. (4) Given the reactants [CH:1]1[C:13]2[CH:12]([CH2:14][O:15]C(Cl)=O)[C:11]3[C:6](=[CH:7][CH:8]=[CH:9][CH:10]=3)[C:5]=2[CH:4]=[CH:3][CH:2]=1.[NH2:19][C@H:20]1[CH2:43][CH2:42][C@@:41]2([CH3:44])[C@H:22]([CH2:23][C@@H:24]([OH:47])[C@@H:25]3[C@@H:40]2[CH2:39][C@H:38]([OH:45])[C@@:37]2([CH3:46])[C@H:26]3[CH2:27][CH2:28][C@@H:29]2[C@H:30]([CH3:36])[CH2:31][CH2:32][C:33]([OH:35])=[O:34])[CH2:21]1.O, predict the reaction product. The product is: [CH:1]1[C:13]2[CH:12]([CH2:14][O:15][NH:19][C@H:20]3[CH2:43][CH2:42][C@@:41]4([CH3:44])[C@H:22]([CH2:23][C@@H:24]([OH:47])[C@@H:25]5[C@@H:40]4[CH2:39][C@H:38]([OH:45])[C@@:37]4([CH3:46])[C@H:26]5[CH2:27][CH2:28][C@@H:29]4[C@H:30]([CH3:36])[CH2:31][CH2:32][C:33]([OH:35])=[O:34])[CH2:21]3)[C:11]3[C:6](=[CH:7][CH:8]=[CH:9][CH:10]=3)[C:5]=2[CH:4]=[CH:3][CH:2]=1. (5) Given the reactants C(OC([N:8]([C:16]1[C:20]2[CH:21]=[C:22]([Cl:37])[C:23]([CH2:25][O:26][C:27]3[CH:36]=[CH:35][C:34]4[CH2:33][CH2:32][CH2:31][CH2:30][C:29]=4[CH:28]=3)=[CH:24][C:19]=2[O:18][N:17]=1)C(=O)OC(C)(C)C)=O)(C)(C)C.FC(F)(F)C(O)=O, predict the reaction product. The product is: [Cl:37][C:22]1[C:23]([CH2:25][O:26][C:27]2[CH:36]=[CH:35][C:34]3[CH2:33][CH2:32][CH2:31][CH2:30][C:29]=3[CH:28]=2)=[CH:24][C:19]2[O:18][N:17]=[C:16]([NH2:8])[C:20]=2[CH:21]=1. (6) Given the reactants [N:1]1[NH:2][N:3]=[N:4][C:5]=1[CH2:6][NH:7][C:8]([C@@H:10]1[CH2:18][C:17]2[C:12](=[CH:13][CH:14]=[CH:15][CH:16]=2)[N:11]1[C:19](=[O:38])[CH2:20][NH:21][C:22](=[O:37])[C@H:23]([NH:29][C:30](=[O:36])OC(C)(C)C)[C:24]1[S:25][CH:26]=[CH:27][CH:28]=1)=[O:9].C1(=O)[O:44][C:42](=[O:43])[CH2:41][CH2:40]1, predict the reaction product. The product is: [O:38]=[C:19]([N:11]1[C:12]2[C:17](=[CH:16][CH:15]=[CH:14][CH:13]=2)[CH2:18][C@H:10]1[C:8](=[O:9])[NH:7][CH2:6][C:5]1[N:4]=[N:3][NH:2][N:1]=1)[CH2:20][NH:21][C:22]([C@@H:23]([NH:29][C:30]([CH2:40][CH2:41][C:42]([OH:44])=[O:43])=[O:36])[C:24]1[S:25][CH:26]=[CH:27][CH:28]=1)=[O:37]. (7) The product is: [CH3:1][C:2]([CH3:35])([CH3:34])[C:3]([C:5]1[C:13]2[C:8](=[N:9][CH:10]=[C:11]([C:14]3[CH:19]=[CH:18][CH:17]=[C:16]([N:20]4[CH2:25][CH2:24][S:23](=[O:44])[CH2:22][CH2:21]4)[CH:15]=3)[N:12]=2)[NH:7][CH:6]=1)=[O:4]. Given the reactants [CH3:1][C:2]([CH3:35])([CH3:34])[C:3]([C:5]1[C:13]2[C:8](=[N:9][CH:10]=[C:11]([C:14]3[CH:19]=[CH:18][CH:17]=[C:16]([N:20]4[CH2:25][CH2:24][S:23][CH2:22][CH2:21]4)[CH:15]=3)[N:12]=2)[N:7](COCC[Si](C)(C)C)[CH:6]=1)=[O:4].ClC1C=CC=C(C(OO)=[O:44])C=1, predict the reaction product.